From a dataset of Reaction yield outcomes from USPTO patents with 853,638 reactions. Predict the reaction yield, written as a fraction of the theoretical maximum amount of product (1.0 means a 100% yield; for example, 0.34 means a 34% yield). (1) The reactants are [Br:1][C:2]1[CH:3]=[C:4]2[C:9](=[CH:10][CH:11]=1)[N:8]=[CH:7][C:6](C=O)=[C:5]2[NH:14][C:15]1[CH:20]=[CH:19][C:18]([N:21]2[CH2:26][CH2:25][N:24]([C:27]([O:29][C:30]([CH3:33])([CH3:32])[CH3:31])=[O:28])[CH2:23][CH2:22]2)=[C:17]([C:34]([F:37])([F:36])[F:35])[CH:16]=1.[C:38](=[O:41])([O-])[O-].[K+].[K+].[CH3:44][CH2:45]OC(C)=O. The catalyst is CCO. The product is [Br:1][C:2]1[CH:11]=[CH:10][C:9]2=[N:8][CH:7]=[C:6]3[C:5]([N:14]([C:15]4[CH:20]=[CH:19][C:18]([N:21]5[CH2:22][CH2:23][N:24]([C:27]([O:29][C:30]([CH3:31])([CH3:33])[CH3:32])=[O:28])[CH2:25][CH2:26]5)=[C:17]([C:34]([F:35])([F:36])[F:37])[CH:16]=4)[C:38](=[O:41])[CH:45]=[CH:44]3)=[C:4]2[CH:3]=1. The yield is 0.780. (2) The reactants are [C:1]([O:5][C:6]([N:8]1[CH2:13][CH2:12][CH:11]([O:14][C:15]2[CH:20]=[CH:19][C:18]([OH:21])=[CH:17][CH:16]=2)[CH2:10][CH2:9]1)=[O:7])([CH3:4])([CH3:3])[CH3:2].Cl[CH2:23][CH2:24][CH2:25][N:26]1[CH2:30][CH2:29][CH2:28][C@H:27]1[CH3:31].C([O-])([O-])=O.[K+].[K+]. The catalyst is CN(C)C=O. The product is [C:1]([O:5][C:6]([N:8]1[CH2:13][CH2:12][CH:11]([O:14][C:15]2[CH:20]=[CH:19][C:18]([O:21][CH2:23][CH2:24][CH2:25][N:26]3[CH2:30][CH2:29][CH2:28][C@H:27]3[CH3:31])=[CH:17][CH:16]=2)[CH2:10][CH2:9]1)=[O:7])([CH3:4])([CH3:2])[CH3:3]. The yield is 0.390. (3) The reactants are [C:1]([NH:4][CH2:5][C@@H:6]1[O:10][C:9](=[O:11])[N:8]([C:12]2[CH:13]=[C:14]3[C:19](=[CH:20][CH:21]=2)[CH2:18][N:17]([C:22]([O:24][CH3:25])=[O:23])[CH2:16][CH2:15]3)[CH2:7]1)(=O)[CH3:2].COC1C=CC(P2(SP(C3C=CC(OC)=CC=3)(=S)S2)=[S:35])=CC=1. The catalyst is C1COCC1. The product is [C:1]([NH:4][CH2:5][C@@H:6]1[O:10][C:9](=[O:11])[N:8]([C:12]2[CH:13]=[C:14]3[C:19](=[CH:20][CH:21]=2)[CH2:18][N:17]([C:22]([O:24][CH3:25])=[O:23])[CH2:16][CH2:15]3)[CH2:7]1)(=[S:35])[CH3:2]. The yield is 0.740. (4) The reactants are [CH2:1]([O:3][C:4]([C:6]1[S:7][C:8](S(C)(=O)=O)=[C:9]2[C:17]3[N:16]([CH3:18])[N:15]=[CH:14][C:13]=3[CH2:12][CH2:11][C:10]=12)=[O:5])[CH3:2].[CH2:23]([OH:25])[CH3:24].[H-].[Na+].C(O)(=O)CC(CC(O)=O)(C(O)=O)O. The catalyst is C1COCC1. The product is [CH2:1]([O:3][C:4]([C:6]1[S:7][C:8]([O:25][CH2:23][CH3:24])=[C:9]2[C:17]3[N:16]([CH3:18])[N:15]=[CH:14][C:13]=3[CH2:12][CH2:11][C:10]=12)=[O:5])[CH3:2]. The yield is 0.300.